From a dataset of Catalyst prediction with 721,799 reactions and 888 catalyst types from USPTO. Predict which catalyst facilitates the given reaction. (1) Reactant: F[C:2]1[CH:7]=[C:6]([C:8]2[N:9]([CH2:23][CH2:24][O:25][CH3:26])[C:10]([S:20]([CH3:22])=[O:21])=[N:11][C:12]=2[C:13]2[CH:18]=[CH:17][C:16]([F:19])=[CH:15][CH:14]=2)[CH:5]=[CH:4][N:3]=1.[CH2:27]([N:34]1[CH2:39][CH2:38][CH:37]([NH2:40])[CH2:36][CH2:35]1)[C:28]1[CH:33]=[CH:32][CH:31]=[CH:30][CH:29]=1. Product: [CH2:27]([N:34]1[CH2:39][CH2:38][CH:37]([NH:40][C:2]2[CH:7]=[C:6]([C:8]3[N:9]([CH2:23][CH2:24][O:25][CH3:26])[C:10]([S:20]([CH3:22])=[O:21])=[N:11][C:12]=3[C:13]3[CH:14]=[CH:15][C:16]([F:19])=[CH:17][CH:18]=3)[CH:5]=[CH:4][N:3]=2)[CH2:36][CH2:35]1)[C:28]1[CH:29]=[CH:30][CH:31]=[CH:32][CH:33]=1. The catalyst class is: 13. (2) Reactant: Cl[C:2]1[N:7]=[C:6]([NH:8][CH2:9][CH2:10][CH3:11])[N:5]=[C:4]([NH:12][CH2:13][CH2:14][CH3:15])[N:3]=1.[OH-:16].[Na+].O.Cl. Product: [CH2:13]([NH:12][C:4]1[N:5]=[C:6]([NH:8][CH2:9][CH2:10][CH3:11])[N:7]=[C:2]([OH:16])[N:3]=1)[CH2:14][CH3:15]. The catalyst class is: 12. (3) Reactant: [NH2:1][C:2]1[S:6][C:5]2[CH2:7][CH2:8][CH2:9][CH2:10][C:4]=2[C:3]=1[C:11]([O:13]CC)=O.C([O-])(=O)C.[NH4+].[CH:21]([NH2:23])=O. Product: [N:1]1[C:2]2[S:6][C:5]3[CH2:7][CH2:8][CH2:9][CH2:10][C:4]=3[C:3]=2[C:11](=[O:13])[NH:23][CH:21]=1. The catalyst class is: 6. (4) Reactant: [NH:1]1[CH2:6][CH2:5][CH2:4][CH2:3][CH2:2]1.Cl.C(N=C=NCCCN(C)C)C.[CH3:19][O:20][C:21]1[C:22](=[O:50])[C:23]([CH3:49])=[C:24]([CH2:30][C:31]2[CH:32]=[CH:33][C:34]([O:40][C:41]3[CH:46]=[CH:45][CH:44]=[C:43]([O:47][CH3:48])[CH:42]=3)=[C:35]([CH:39]=2)[C:36](O)=[O:37])[C:25](=[O:29])[C:26]=1[O:27][CH3:28]. Product: [CH3:19][O:20][C:21]1[C:22](=[O:50])[C:23]([CH3:49])=[C:24]([CH2:30][C:31]2[CH:32]=[CH:33][C:34]([O:40][C:41]3[CH:46]=[CH:45][CH:44]=[C:43]([O:47][CH3:48])[CH:42]=3)=[C:35]([CH:39]=2)[C:36]([N:1]2[CH2:6][CH2:5][CH2:4][CH2:3][CH2:2]2)=[O:37])[C:25](=[O:29])[C:26]=1[O:27][CH3:28]. The catalyst class is: 2. (5) The catalyst class is: 10. Reactant: [CH2:1]([O:8][C:9]1[CH:14]=[CH:13][N:12]([CH2:15][C:16]2[CH:21]=[CH:20][CH:19]=[C:18]([F:22])[CH:17]=2)[C:11](=[O:23])[C:10]=1[C:24]#[C:25][Si](C)(C)C)[C:2]1[CH:7]=[CH:6][CH:5]=[CH:4][CH:3]=1.C(OC1C=CN(CC2C=CC=C(F)C=2)C(=O)C=1I)C1C=CC=CC=1.C(N(CC)CC)C. Product: [CH2:1]([O:8][C:9]1[CH:14]=[CH:13][N:12]([CH2:15][C:16]2[CH:21]=[CH:20][CH:19]=[C:18]([F:22])[CH:17]=2)[C:11](=[O:23])[C:10]=1[C:24]#[CH:25])[C:2]1[CH:7]=[CH:6][CH:5]=[CH:4][CH:3]=1. (6) The catalyst class is: 2. Product: [Cl:8][C:7]1[N:6]=[C:5]2[CH:9]=[N:10][CH:11]=[CH:12][C:4]2=[N:3][C:2]=1[N:21]1[CH2:20][CH2:19][CH:18]([O:17][C:16]2[CH:24]=[CH:25][C:26]([F:28])=[CH:27][C:15]=2[F:14])[CH2:23][CH2:22]1. Reactant: Cl[C:2]1[N:3]=[C:4]2[CH:12]=[CH:11][N:10]=[CH:9][C:5]2=[N:6][C:7]=1[Cl:8].Cl.[F:14][C:15]1[CH:27]=[C:26]([F:28])[CH:25]=[CH:24][C:16]=1[O:17][CH:18]1[CH2:23][CH2:22][NH:21][CH2:20][CH2:19]1.CCN(C(C)C)C(C)C. (7) Reactant: [H-].[H-].[H-].[H-].[Li+].[Al+3].C[O:8][C:9]([C:11]1[CH:20]=[CH:19][C:18]2[CH:17]([N:21]=[N+]=[N-])[CH2:16][CH2:15][CH2:14][C:13]=2[CH:12]=1)=O.O.[OH-].[Na+]. Product: [NH2:21][C@@H:17]1[CH2:16][CH2:15][CH2:14][C:13]2[CH:12]=[C:11]([CH2:9][OH:8])[CH:20]=[CH:19][C:18]1=2. The catalyst class is: 1.